From a dataset of Forward reaction prediction with 1.9M reactions from USPTO patents (1976-2016). Predict the product of the given reaction. (1) Given the reactants CCOC(C)=O.[O:7]=[C:8]1[CH2:17][CH2:16][C:15]2[C:10](=[CH:11][C:12]([CH2:18][N:19]3[CH2:24][CH2:23][CH:22]([NH:25]C(=O)OC(C)(C)C)[CH2:21][CH2:20]3)=[CH:13][CH:14]=2)[NH:9]1.Cl.CCOC(C)=O.C(Cl)(Cl)Cl, predict the reaction product. The product is: [NH2:25][CH:22]1[CH2:23][CH2:24][N:19]([CH2:18][C:12]2[CH:11]=[C:10]3[C:15]([CH2:16][CH2:17][C:8](=[O:7])[NH:9]3)=[CH:14][CH:13]=2)[CH2:20][CH2:21]1. (2) Given the reactants [CH2:1]([NH2:9])[CH2:2][CH2:3][CH2:4][CH2:5][CH2:6][CH2:7][NH2:8].[C:10](#[N:13])[CH:11]=[CH2:12], predict the reaction product. The product is: [C:10]([CH2:11][CH2:12][N:8]([CH2:3][CH2:2][C:1]#[N:9])[CH2:7][CH2:6][CH2:5][CH2:4][CH2:3][CH2:2][CH2:1][N:9]([CH2:5][CH2:6][C:7]#[N:8])[CH2:12][CH2:11][C:10]#[N:13])#[N:13]. (3) Given the reactants C([O:4][CH2:5][C:6](=[O:18])[CH2:7][CH2:8][C:9]([C:11]1[CH:16]=[CH:15][C:14]([Br:17])=[CH:13][CH:12]=1)=[O:10])(=O)C.C(=O)(O)[O-].[Na+], predict the reaction product. The product is: [Br:17][C:14]1[CH:13]=[CH:12][C:11]([C:9](=[O:10])[CH2:8][CH2:7][C:6](=[O:18])[CH2:5][OH:4])=[CH:16][CH:15]=1. (4) Given the reactants [OH-:1].[Na+].[BH4-].[Na+].[CH3:5][CH2:6][C:7]([C:9]1[CH:14]=[CH:13][C:12](O)=[CH:11][C:10]=1[OH:16])=O.[H][H].Cl, predict the reaction product. The product is: [CH2:7]([C:9]1[C:14]([OH:1])=[CH:13][CH:12]=[CH:11][C:10]=1[OH:16])[CH2:6][CH3:5].